This data is from M1 muscarinic receptor antagonist screen with 61,756 compounds. The task is: Binary Classification. Given a drug SMILES string, predict its activity (active/inactive) in a high-throughput screening assay against a specified biological target. (1) The compound is S(c1nn2c(cc(nc2n1)C)C)CC(OCC)=O. The result is 0 (inactive). (2) The molecule is O(C(C(=O)c1ccccc1)C)C(=O)CCc1nc2c([nH]c1=O)cccc2. The result is 0 (inactive).